Task: Predict the reaction yield, written as a fraction of the theoretical maximum amount of product (1.0 means a 100% yield; for example, 0.34 means a 34% yield).. Dataset: Reaction yield outcomes from USPTO patents with 853,638 reactions (1) The reactants are [CH3:1][O:2][C:3]1[CH:8]=[CH:7][C:6]([CH:9]2[CH2:14][CH2:13][O:12][CH2:11][CH2:10]2)=[CH:5][C:4]=1[NH:15][C:16]([NH2:18])=[S:17].BrBr. The catalyst is C(Cl)(Cl)Cl. The product is [CH3:1][O:2][C:3]1[C:4]2[N:15]=[C:16]([NH2:18])[S:17][C:5]=2[C:6]([CH:9]2[CH2:10][CH2:11][O:12][CH2:13][CH2:14]2)=[CH:7][CH:8]=1. The yield is 0.490. (2) The catalyst is ClCCl. The yield is 0.870. The product is [Cl:16][C:12]1[N:11]=[CH:10][C:9]([NH:7][CH3:6])=[C:14]([I:15])[CH:13]=1. The reactants are C(O[C:6](=O)[N:7]([C:9]1[CH:10]=[N:11][C:12]([Cl:16])=[CH:13][C:14]=1[I:15])C)(C)(C)C.FC(F)(F)C(O)=O. (3) The reactants are [NH:1]([C:8]1[N:9]([C:21]2[CH:26]=[CH:25][CH:24]=[CH:23][CH:22]=2)[C:10]2[C:15]([C:16](=[O:18])[CH:17]=1)=[CH:14][C:13](Br)=[C:12]([CH3:20])[N:11]=2)[C:2]1[CH:7]=[CH:6][CH:5]=[CH:4][CH:3]=1.C1C=CC(P(C2C=CC=CC=2)C2C=CC=CC=2)=CC=1.[C:46]([O:50][CH3:51])(=[O:49])[CH:47]=[CH2:48]. The catalyst is CN(C=O)C.CC([O-])=O.CC([O-])=O.[Pd+2]. The product is [NH:1]([C:8]1[N:9]([C:21]2[CH:26]=[CH:25][CH:24]=[CH:23][CH:22]=2)[C:10]2[N:11]=[C:12]([CH3:20])[C:13](/[CH:48]=[CH:47]/[C:46]([O:50][CH3:51])=[O:49])=[CH:14][C:15]=2[C:16](=[O:18])[CH:17]=1)[C:2]1[CH:7]=[CH:6][CH:5]=[CH:4][CH:3]=1. The yield is 0.240. (4) The reactants are [CH3:1][NH:2][C:3]1[CH:4]=[CH:5][C:6]2[NH:7][C:8]3[C:13]([S:14][C:15]=2[CH:16]=1)=[CH:12][C:11]([NH:17][CH3:18])=[CH:10][CH:9]=3.[C:19](OC(=O)C)(=[O:21])[CH3:20]. The catalyst is N1C=CC=CC=1. The product is [CH3:1][NH:2][C:3]1[CH:4]=[CH:5][C:6]2[N:7]([C:19](=[O:21])[CH3:20])[C:8]3[C:13]([S:14][C:15]=2[CH:16]=1)=[CH:12][C:11]([NH:17][CH3:18])=[CH:10][CH:9]=3. The yield is 0.530. (5) The reactants are [CH2:1]([N:4]1[C:12](=[O:13])[C:11]2[N:10]([CH2:14][O:15][CH2:16][CH2:17][Si:18]([CH3:21])([CH3:20])[CH3:19])[C:9]([C:22]3[CH:23]=[N:24][NH:25][CH:26]=3)=[N:8][C:7]=2[N:6]=[C:5]1[N:27]1[CH2:31][CH2:30][CH2:29][CH2:28]1)[CH2:2][CH3:3].C(=O)([O-])[O-].[K+].[K+].Br[CH2:39][C:40]#[C:41][C:42]1[CH:47]=[CH:46][C:45]([F:48])=[CH:44][CH:43]=1. The catalyst is CC(C)=O. The product is [F:48][C:45]1[CH:46]=[CH:47][C:42]([C:41]#[C:40][CH2:39][N:24]2[CH:23]=[C:22]([C:9]3[N:10]([CH2:14][O:15][CH2:16][CH2:17][Si:18]([CH3:21])([CH3:20])[CH3:19])[C:11]4[C:12](=[O:13])[N:4]([CH2:1][CH2:2][CH3:3])[C:5]([N:27]5[CH2:28][CH2:29][CH2:30][CH2:31]5)=[N:6][C:7]=4[N:8]=3)[CH:26]=[N:25]2)=[CH:43][CH:44]=1. The yield is 0.220. (6) The reactants are [SH:1][C:2]1[S:3][C:4]2[CH2:13][C:12]3[C:11]([O:14][CH2:15][C:16]([O:18]CC)=[O:17])=[CH:10][CH:9]=[CH:8][C:7]=3[C:5]=2[N:6]=1.CS(O[CH2:26][CH:27]([C:34]1[CH:39]=[CH:38][CH:37]=[CH:36][CH:35]=1)[C:28]1[CH:33]=[CH:32][CH:31]=[CH:30][CH:29]=1)(=O)=O. No catalyst specified. The product is [C:28]1([CH:27]([C:34]2[CH:35]=[CH:36][CH:37]=[CH:38][CH:39]=2)[CH2:26][S:1][C:2]2[S:3][C:4]3[CH2:13][C:12]4[C:11]([O:14][CH2:15][C:16]([OH:18])=[O:17])=[CH:10][CH:9]=[CH:8][C:7]=4[C:5]=3[N:6]=2)[CH:33]=[CH:32][CH:31]=[CH:30][CH:29]=1. The yield is 0.370. (7) The reactants are [Cl:1][CH2:2][CH2:3][N:4]=[C:5]=[S:6].[CH2:7]([O:14][C:15]1[CH:16]=[C:17]([NH2:21])[CH:18]=[CH:19][CH:20]=1)[C:8]1[CH:13]=[CH:12][CH:11]=[CH:10][CH:9]=1. The catalyst is ClCCl. The product is [CH2:7]([O:14][C:15]1[CH:16]=[C:17]([NH:21][C:5]([NH:4][CH2:3][CH2:2][Cl:1])=[S:6])[CH:18]=[CH:19][CH:20]=1)[C:8]1[CH:9]=[CH:10][CH:11]=[CH:12][CH:13]=1. The yield is 0.980. (8) The reactants are [C:1]([C:3]1[S:4][C:5]2[C:11]([C:12]#[N:13])=[C:10](/[N:14]=[CH:15]/[N:16](C)C)[CH:9]=[CH:8][C:6]=2[N:7]=1)#[N:2].[CH3:19][N:20]([CH3:28])[C:21]1[CH:26]=[CH:25][C:24](N)=[CH:23][CH:22]=1.[K+].[Br-]. The catalyst is C(Cl)Cl.CCOC(C)=O. The product is [CH3:19][N:20]([CH3:28])[C:21]1[CH:26]=[CH:25][C:24]([NH:13][C:12]2[C:11]3[C:10](=[CH:9][CH:8]=[C:6]4[N:7]=[C:3]([C:1]#[N:2])[S:4][C:5]4=3)[N:14]=[CH:15][N:16]=2)=[CH:23][CH:22]=1. The yield is 0.250. (9) The reactants are CCOC(/N=N/C(OCC)=O)=O.[C:13]1(=[O:19])[NH:17][C:16](=[O:18])[CH:15]=[CH:14]1.[CH2:20](O)[C:21]1[CH:29]=[CH:28][C:27]2[O:26][CH2:25][O:24][C:23]=2[CH:22]=1.C1(P(C2C=CC=CC=2)C2C=CC=CC=2)C=CC=CC=1. The catalyst is C1COCC1. The product is [O:26]1[C:27]2[CH:28]=[CH:29][C:21]([CH2:20][N:17]3[C:16](=[O:18])[CH:15]=[CH:14][C:13]3=[O:19])=[CH:22][C:23]=2[O:24][CH2:25]1. The yield is 0.490. (10) The reactants are [N+:1]([C:4]1[CH:20]=[CH:19][C:7]([CH2:8][C:9]2[CH:14]=[CH:13][N:12]=[C:11]([C:15]([F:18])([F:17])[F:16])[CH:10]=2)=[CH:6][CH:5]=1)([O-])=O.N1C=CC=CC=1. The catalyst is C(O)C.[Pd]. The product is [F:18][C:15]([F:16])([F:17])[C:11]1[CH:10]=[C:9]([CH2:8][C:7]2[CH:19]=[CH:20][C:4]([NH2:1])=[CH:5][CH:6]=2)[CH:14]=[CH:13][N:12]=1. The yield is 0.850.